The task is: Regression. Given two drug SMILES strings and cell line genomic features, predict the synergy score measuring deviation from expected non-interaction effect.. This data is from NCI-60 drug combinations with 297,098 pairs across 59 cell lines. (1) Drug 1: C1=NC2=C(N1)C(=S)N=C(N2)N. Drug 2: CC1CCCC2(C(O2)CC(NC(=O)CC(C(C(=O)C(C1O)C)(C)C)O)C(=CC3=CSC(=N3)C)C)C. Cell line: OVCAR3. Synergy scores: CSS=49.9, Synergy_ZIP=1.19, Synergy_Bliss=2.47, Synergy_Loewe=2.73, Synergy_HSA=2.81. (2) Cell line: SNB-75. Drug 1: C1C(C(OC1N2C=C(C(=O)NC2=O)F)CO)O. Synergy scores: CSS=28.7, Synergy_ZIP=-11.3, Synergy_Bliss=-6.45, Synergy_Loewe=-2.30, Synergy_HSA=-1.43. Drug 2: CC1=C(N=C(N=C1N)C(CC(=O)N)NCC(C(=O)N)N)C(=O)NC(C(C2=CN=CN2)OC3C(C(C(C(O3)CO)O)O)OC4C(C(C(C(O4)CO)O)OC(=O)N)O)C(=O)NC(C)C(C(C)C(=O)NC(C(C)O)C(=O)NCCC5=NC(=CS5)C6=NC(=CS6)C(=O)NCCC[S+](C)C)O.